Task: Predict the reaction yield, written as a fraction of the theoretical maximum amount of product (1.0 means a 100% yield; for example, 0.34 means a 34% yield).. Dataset: Reaction yield outcomes from USPTO patents with 853,638 reactions (1) The reactants are [Br:1][C:2]1[CH:3]=[N:4][N:5]2[C:10](Cl)=[C:9]([C:12]([O:14][CH2:15][CH3:16])=[O:13])[CH:8]=[N:7][C:6]=12.[CH3:17][C:18]1[CH:24]=[CH:23][C:22]([CH3:25])=[CH:21][C:19]=1[NH2:20]. No catalyst specified. The product is [Br:1][C:2]1[CH:3]=[N:4][N:5]2[C:10]([NH:20][C:19]3[CH:21]=[C:22]([CH3:25])[CH:23]=[CH:24][C:18]=3[CH3:17])=[C:9]([C:12]([O:14][CH2:15][CH3:16])=[O:13])[CH:8]=[N:7][C:6]=12. The yield is 0.680. (2) The reactants are [F:1][C:2]1[CH:7]=[CH:6][C:5]([C:8]2[C:12]3[C:13](=[O:17])[NH:14][CH2:15][CH2:16][C:11]=3[NH:10][C:9]=2[CH:18]=O)=[CH:4][CH:3]=1.[F:20][C:21]1[CH:22]=[C:23]2[C:27](=[CH:28][C:29]=1[NH:30][C:31](=[O:35])[CH2:32][O:33][CH3:34])[NH:26][C:25](=[O:36])[CH2:24]2. No catalyst specified. The product is [F:20][C:21]1[CH:22]=[C:23]2[C:27](=[CH:28][C:29]=1[NH:30][C:31](=[O:35])[CH2:32][O:33][CH3:34])[NH:26][C:25](=[O:36])[C:24]2=[CH:18][C:9]1[NH:10][C:11]2[CH2:16][CH2:15][NH:14][C:13](=[O:17])[C:12]=2[C:8]=1[C:5]1[CH:6]=[CH:7][C:2]([F:1])=[CH:3][CH:4]=1. The yield is 0.544. (3) The reactants are [F:1][C:2]1[C:7]([C:8]([F:11])([F:10])[F:9])=[CH:6][CH:5]=[CH:4][C:3]=1[CH2:12][C:13]1[N:14]=[C:15]2[S:22][C:21]([CH3:23])=[C:20]([CH2:24][OH:25])[N:16]2[C:17](=[O:19])[CH:18]=1. The catalyst is ClCCl. The product is [F:1][C:2]1[C:7]([C:8]([F:10])([F:11])[F:9])=[CH:6][CH:5]=[CH:4][C:3]=1[CH2:12][C:13]1[N:14]=[C:15]2[S:22][C:21]([CH3:23])=[C:20]([CH:24]=[O:25])[N:16]2[C:17](=[O:19])[CH:18]=1. The yield is 0.760. (4) The reactants are [CH:1]1([NH2:4])[CH2:3][CH2:2]1.C(O)(=O)C.[CH:9]([C:12]1[CH:19]=[CH:18][CH:17]=[CH:16][C:13]=1[CH:14]=O)([CH3:11])[CH3:10].C([BH3-])#N.[Na+]. The catalyst is CO. The product is [CH:9]([C:12]1[CH:19]=[CH:18][CH:17]=[CH:16][C:13]=1[CH2:14][NH:4][CH:1]1[CH2:3][CH2:2]1)([CH3:11])[CH3:10]. The yield is 0.880. (5) The reactants are [C@H:1]1([NH:10][C:11]([C:13]2[CH:18]=[CH:17][CH:16]=[C:15]([C:19]3[C:27]4[C:22](=[CH:23][CH:24]=[C:25]([C:28]5[N:32]=[CH:31][N:30](C(C6C=CC=CC=6)(C6C=CC=CC=6)C6C=CC=CC=6)[N:29]=5)[CH:26]=4)[N:21](C4CCCCO4)[N:20]=3)[CH:14]=2)=[O:12])[C:9]2[C:4](=[CH:5][CH:6]=[CH:7][CH:8]=2)[CH2:3][CH2:2]1.Cl.C(=O)(O)[O-].[Na+]. The catalyst is O1CCOCC1. The product is [NH:29]1[C:28]([C:25]2[CH:26]=[C:27]3[C:22](=[CH:23][CH:24]=2)[NH:21][N:20]=[C:19]3[C:15]2[CH:14]=[C:13]([C:11]([NH:10][C@H:1]3[C:9]4[C:4](=[CH:5][CH:6]=[CH:7][CH:8]=4)[CH2:3][CH2:2]3)=[O:12])[CH:18]=[CH:17][CH:16]=2)=[N:32][CH:31]=[N:30]1. The yield is 0.0900. (6) The reactants are Cl[CH2:2][C:3]1[N:4]=[C:5]2[S:12][C:11]([CH3:13])=[C:10]([C:14]([O:16][CH2:17][CH3:18])=[O:15])[N:6]2[C:7](=[O:9])[CH:8]=1.[C:19]([C:21]1[C:22]([F:30])=[C:23](B(O)O)[CH:24]=[CH:25][CH:26]=1)#[N:20].C(=O)([O-])[O-].[Na+].[Na+]. The catalyst is O1CCOCC1.O.C1C=CC(P(C2C=CC=CC=2)[C-]2C=CC=C2)=CC=1.C1C=CC(P(C2C=CC=CC=2)[C-]2C=CC=C2)=CC=1.Cl[Pd]Cl.[Fe+2]. The product is [C:19]([C:21]1[C:22]([F:30])=[C:23]([CH2:2][C:3]2[N:4]=[C:5]3[S:12][C:11]([CH3:13])=[C:10]([C:14]([O:16][CH2:17][CH3:18])=[O:15])[N:6]3[C:7](=[O:9])[CH:8]=2)[CH:24]=[CH:25][CH:26]=1)#[N:20]. The yield is 0.180. (7) The reactants are O.[NH2:2][NH2:3].C[O:5][C:6](=O)[C:7]([NH:9][C:10]1[CH:15]=[CH:14][C:13]([C@H:16]2[CH2:21][CH2:20][C@H:19]([CH:22]([CH3:28])[C:23]([O:25][CH2:26][CH3:27])=[O:24])[CH2:18][CH2:17]2)=[CH:12][CH:11]=1)=[O:8]. The catalyst is C(O)C. The product is [NH:2]([C:6](=[O:5])[C:7]([NH:9][C:10]1[CH:15]=[CH:14][C:13]([C@H:16]2[CH2:21][CH2:20][C@H:19]([CH:22]([CH3:28])[C:23]([O:25][CH2:26][CH3:27])=[O:24])[CH2:18][CH2:17]2)=[CH:12][CH:11]=1)=[O:8])[NH2:3]. The yield is 0.920. (8) The reactants are CON(C)[C:4]([C@@H:6]1[CH2:10][CH2:9][CH2:8][N:7]1[C:11]([O:13][C:14]([CH3:17])([CH3:16])[CH3:15])=[O:12])=[O:5].Br[Mg][C:21]1[CH:26]=[CH:25][C:24]([CH3:27])=[C:23]([F:28])[CH:22]=1.C([O-])(=O)CC(CC([O-])=O)(C([O-])=O)O. The catalyst is O1CCCC1. The yield is 0.480. The product is [F:28][C:23]1[CH:22]=[C:21]([CH:26]=[CH:25][C:24]=1[CH3:27])[C:4]([C@@H:6]1[CH2:10][CH2:9][CH2:8][N:7]1[C:11]([O:13][C:14]([CH3:15])([CH3:16])[CH3:17])=[O:12])=[O:5]. (9) The reactants are [Br:1][C:2]1[CH:7]=[CH:6][C:5]([N+:8]([O-:10])=[O:9])=[C:4](F)[CH:3]=1.[CH3:12][CH:13]([S-:15])[CH3:14].[Na+].O.C(#N)C. The catalyst is C(Cl)Cl. The product is [Br:1][C:2]1[CH:7]=[CH:6][C:5]([N+:8]([O-:10])=[O:9])=[C:4]([S:15][CH:13]([CH3:14])[CH3:12])[CH:3]=1. The yield is 0.320. (10) The yield is 1.00. The product is [Br:9][C:4]1[C:5](=[O:8])[NH:6][N:7]=[C:2]([Cl:1])[CH:3]=1. The reactants are [Cl:1][C:2]1[CH:3]=[CH:4][C:5](=[O:8])[NH:6][N:7]=1.[Br-:9].[K+].C([O-])(=O)C.[K+].BrBr.S([O-])([O-])=O.[Na+].[Na+]. The catalyst is O.